From a dataset of Forward reaction prediction with 1.9M reactions from USPTO patents (1976-2016). Predict the product of the given reaction. (1) Given the reactants [O:1]=[C:2]1[C:6]2([CH2:11][CH2:10][N:9]([C:12]([O:14][C:15]([CH3:18])([CH3:17])[CH3:16])=[O:13])[CH2:8][CH2:7]2)[N:5]([C:19]2[CH:24]=[CH:23][CH:22]=[CH:21][CH:20]=2)[CH2:4][NH:3]1.Br[CH2:26][C:27]1[CH:28]=[C:29]([CH:34]=[CH:35][CH:36]=1)[C:30]([O:32][CH3:33])=[O:31].C(=O)([O-])[O-].[K+].[K+], predict the reaction product. The product is: [CH3:33][O:32][C:30]([C:29]1[CH:28]=[C:27]([CH:36]=[CH:35][CH:34]=1)[CH2:26][N:3]1[C:2](=[O:1])[C:6]2([CH2:7][CH2:8][N:9]([C:12]([O:14][C:15]([CH3:18])([CH3:17])[CH3:16])=[O:13])[CH2:10][CH2:11]2)[N:5]([C:19]2[CH:20]=[CH:21][CH:22]=[CH:23][CH:24]=2)[CH2:4]1)=[O:31]. (2) Given the reactants [F:1][C:2]1[CH:3]=[C:4]([N:9]2[CH:13]=[N:12][C:11]([C:14]([OH:16])=O)=[N:10]2)[CH:5]=[CH:6][C:7]=1[F:8].[N:17]1[CH:18]=[CH:19][N:20]2[CH:25]=[CH:24][N:23]=[C:22]([N:26]3[CH2:30][CH2:29][C@H:28]([NH2:31])[CH2:27]3)[C:21]=12.C(N(CC)CC)C.CN(C(ON1N=NC2C=CC=NC1=2)=[N+](C)C)C.F[P-](F)(F)(F)(F)F, predict the reaction product. The product is: [F:1][C:2]1[CH:3]=[C:4]([N:9]2[CH:13]=[N:12][C:11]([C:14]([NH:31][C@H:28]3[CH2:29][CH2:30][N:26]([C:22]4[C:21]5[N:20]([CH:19]=[CH:18][N:17]=5)[CH:25]=[CH:24][N:23]=4)[CH2:27]3)=[O:16])=[N:10]2)[CH:5]=[CH:6][C:7]=1[F:8]. (3) Given the reactants [NH2:1][C:2]1[N:34]=[C:5]2[C:6]([C:24]3[CH:29]=[CH:28][CH:27]=[C:26]([C:30]([F:33])([F:32])[F:31])[CH:25]=3)=[C:7]([CH3:23])[C:8]([C:10]3[N:14]([C:15]4[CH:22]=[CH:21][C:18]([C:19]#[N:20])=[CH:17][CH:16]=4)[N:13]=[CH:12][CH:11]=3)=[CH:9][N:4]2[N:3]=1.[Cl:35][CH2:36][CH2:37][CH2:38][N:39]=[C:40]=[O:41], predict the reaction product. The product is: [Cl:35][CH2:36][CH2:37][CH2:38][NH:39][C:40]([NH:1][C:2]1[N:34]=[C:5]2[C:6]([C:24]3[CH:29]=[CH:28][CH:27]=[C:26]([C:30]([F:32])([F:33])[F:31])[CH:25]=3)=[C:7]([CH3:23])[C:8]([C:10]3[N:14]([C:15]4[CH:16]=[CH:17][C:18]([C:19]#[N:20])=[CH:21][CH:22]=4)[N:13]=[CH:12][CH:11]=3)=[CH:9][N:4]2[N:3]=1)=[O:41]. (4) Given the reactants Cl[C:2]1[N:7]=[CH:6][C:5]([C:8]2[CH:9]=[N:10][CH:11]=[C:12]([O:14][CH3:15])[CH:13]=2)=[C:4]([NH:16][C:17]2[C:26]3[C:21](=[CH:22][C:23]([F:28])=[CH:24][C:25]=3[F:27])[N:20]=[C:19]([N:29]3[CH2:33][CH2:32][CH2:31][C:30]3=[O:34])[C:18]=2[CH3:35])[CH:3]=1.[O:36]1[CH2:41][CH:40]=[C:39](B2OC(C)(C)C(C)(C)O2)[CH2:38][CH2:37]1.C1(P(C2CCCCC2)C2(OC)CC=CC(OC)=C2C2C=CC=CC=2)CCCCC1.COC1C=CC=C(OC)C=1C1C=CC=CC=1P(C1CCCCC1)C1CCCCC1.[O-]P([O-])([O-])=O.[K+].[K+].[K+], predict the reaction product. The product is: [O:36]1[CH2:37][CH:38]=[C:39]([C:2]2[N:7]=[CH:6][C:5]([C:8]3[CH:9]=[N:10][CH:11]=[C:12]([O:14][CH3:15])[CH:13]=3)=[C:4]([NH:16][C:17]3[C:26]4[C:21](=[CH:22][C:23]([F:28])=[CH:24][C:25]=4[F:27])[N:20]=[C:19]([N:29]4[CH2:33][CH2:32][CH2:31][C:30]4=[O:34])[C:18]=3[CH3:35])[CH:3]=2)[CH2:40][CH2:41]1.